Dataset: Full USPTO retrosynthesis dataset with 1.9M reactions from patents (1976-2016). Task: Predict the reactants needed to synthesize the given product. (1) Given the product [CH3:6][O:7][C:23](=[O:24])[C@H:22]([C:17]1[CH:18]=[CH:19][CH:20]=[CH:21][C:16]=1[Cl:15])[N:26]1[CH2:31][CH2:30][C:29]2[S:32][CH:33]=[CH:34][C:28]=2[CH2:27]1, predict the reactants needed to synthesize it. The reactants are: S(=O)(=O)(O)O.[CH3:6][OH:7].S(OC)(OC)(=O)=O.[Cl:15][C:16]1[CH:21]=[CH:20][CH:19]=[CH:18][C:17]=1[CH:22]([N:26]1[CH2:31][CH2:30][C:29]2[S:32][CH:33]=[CH:34][C:28]=2[CH2:27]1)[C:23](N)=[O:24]. (2) Given the product [N:38]1([C:35]2[CH:36]=[CH:37][C:32]([CH2:31][C:13]3[C:4]([CH:1]4[CH2:2][CH2:3]4)=[CH:5][C:6]([OH:23])=[C:7]([CH:12]=3)[C:8]([O:10][CH3:11])=[O:9])=[CH:33][CH:34]=2)[CH:42]=[CH:41][CH:40]=[N:39]1, predict the reactants needed to synthesize it. The reactants are: [CH:1]1([C:4]2[C:13](B3OC(C)(C)C(C)(C)O3)=[CH:12][C:7]([C:8]([O:10][CH3:11])=[O:9])=[C:6]([OH:23])[CH:5]=2)[CH2:3][CH2:2]1.COCCOC.Br[CH2:31][C:32]1[CH:37]=[CH:36][C:35]([N:38]2[CH:42]=[CH:41][CH:40]=[N:39]2)=[CH:34][CH:33]=1.C(=O)([O-])[O-].[Na+].[Na+]. (3) Given the product [C:22]([NH:13][C@@H:12]([C:14]([OH:16])=[O:15])[CH2:11][C:2]1[CH:3]=[CH:4][C:5]2[C:10](=[CH:9][CH:8]=[CH:7][CH:6]=2)[CH:1]=1)([O:21][C:18]([CH3:20])([CH3:19])[CH3:17])=[O:23], predict the reactants needed to synthesize it. The reactants are: [CH:1]1[C:10]2[C:5](=[CH:6][CH:7]=[CH:8][CH:9]=2)[CH:4]=[CH:3][C:2]=1[CH2:11][C@H:12]([C:14]([OH:16])=[O:15])[NH2:13].[CH3:17][C:18]([O:21][C:22](O[C:22]([O:21][C:18]([CH3:20])([CH3:19])[CH3:17])=[O:23])=[O:23])([CH3:20])[CH3:19].C(N(CC)CC)C. (4) Given the product [C:1]([O:13][CH:12]1[CH2:23][C:24](=[O:25])[C:11]1([Cl:16])[Cl:15])(=[O:6])[C:2]([CH3:5])([CH3:4])[CH3:3], predict the reactants needed to synthesize it. The reactants are: [C:1](OC=C)(=[O:6])[C:2]([CH3:5])([CH3:4])[CH3:3].Cl[C:11]([Cl:16])([Cl:15])[C:12](Cl)=[O:13].[O-][Mn](=O)(=O)=O.[K+].[CH3:23][CH2:24][O:25]CC. (5) Given the product [Cl:8][C:6]1[C:5]([C:9]([F:12])([F:11])[F:10])=[CH:4][N:3]=[C:2]([S:17][CH3:16])[N:7]=1, predict the reactants needed to synthesize it. The reactants are: Cl[C:2]1[N:7]=[C:6]([Cl:8])[C:5]([C:9]([F:12])([F:11])[F:10])=[CH:4][N:3]=1.C[S-].[Na+].[CH3:16][S:17]C1N=C(SC)C(C(F)(F)F)=CN=1. (6) Given the product [C:1]([O:5][C:6](=[O:38])[C@@H:7]([NH:24][S:25]([C:28]1[CH:29]=[CH:30][C:31]([NH:34][C:35](=[O:37])[CH3:36])=[CH:32][CH:33]=1)(=[O:26])=[O:27])[CH2:8][NH:9][C:10](=[O:23])[C:11]1[CH:16]=[CH:15][C:14]([CH2:17][CH2:18][C:19](=[O:21])[NH:39][C:40]2[NH:45][CH2:44][CH2:43][CH2:42][N:41]=2)=[CH:13][CH:12]=1)([CH3:4])([CH3:2])[CH3:3], predict the reactants needed to synthesize it. The reactants are: [C:1]([O:5][C:6](=[O:38])[C@@H:7]([NH:24][S:25]([C:28]1[CH:33]=[CH:32][C:31]([NH:34][C:35](=[O:37])[CH3:36])=[CH:30][CH:29]=1)(=[O:27])=[O:26])[CH2:8][NH:9][C:10](=[O:23])[C:11]1[CH:16]=[CH:15][C:14]([CH2:17][CH2:18][C:19]([O:21]C)=O)=[CH:13][CH:12]=1)([CH3:4])([CH3:3])[CH3:2].[NH2:39][C:40]1[NH:41][CH2:42][CH2:43][CH2:44][N:45]=1. (7) Given the product [O:10]([C:11]1[CH:16]=[C:15]([CH2:17][OH:18])[CH:14]=[CH:13][C:12]=1[CH2:22][C:23]1[CH:24]=[CH:25][C:26]([CH2:29][CH3:30])=[CH:27][CH:28]=1)[C@@H:9]1[O:31][C@H:32]([CH2:43][OH:44])[C@@H:33]([OH:39])[C@H:34]([OH:35])[C@H:8]1[OH:7], predict the reactants needed to synthesize it. The reactants are: C[O-].[Na+].C([O:7][C@@H:8]1[C@@H:34]([O:35]C(=O)C)[C@H:33]([O:39]C(=O)C)[C@@H:32]([CH2:43][O:44]C(=O)C)[O:31][C@H:9]1[O:10][C:11]1[CH:16]=[C:15]([CH2:17][O:18]C(=O)C)[CH:14]=[CH:13][C:12]=1[CH2:22][C:23]1[CH:28]=[CH:27][C:26]([CH2:29][CH3:30])=[CH:25][CH:24]=1)(=O)C. (8) Given the product [Cl:1][C:2]1[NH:6][N:5]=[C:4]([C:7]([OH:9])=[O:8])[CH:3]=1, predict the reactants needed to synthesize it. The reactants are: [Cl:1][C:2]1[NH:6][N:5]=[C:4]([CH3:7])[CH:3]=1.[OH2:8].[O-:9][Mn](=O)(=O)=O.[K+].